Dataset: Peptide-MHC class II binding affinity with 134,281 pairs from IEDB. Task: Regression. Given a peptide amino acid sequence and an MHC pseudo amino acid sequence, predict their binding affinity value. This is MHC class II binding data. (1) The peptide sequence is KTDCTKEVEEAWASA. The MHC is HLA-DQA10101-DQB10501 with pseudo-sequence HLA-DQA10101-DQB10501. The binding affinity (normalized) is 0.337. (2) The peptide sequence is RVVFVVLLLLVAPAYS. The MHC is DRB1_0405 with pseudo-sequence DRB1_0405. The binding affinity (normalized) is 0. (3) The peptide sequence is VFGNCEGVKIIGISI. The MHC is HLA-DQA10501-DQB10201 with pseudo-sequence HLA-DQA10501-DQB10201. The binding affinity (normalized) is 0.133. (4) The peptide sequence is EIKYFAATQFEPLAA. The MHC is HLA-DQA10401-DQB10402 with pseudo-sequence HLA-DQA10401-DQB10402. The binding affinity (normalized) is 0.484. (5) The peptide sequence is AKSSPAYPSVLGQTI. The MHC is DRB1_1602 with pseudo-sequence DRB1_1602. The binding affinity (normalized) is 0.557.